Dataset: Peptide-MHC class II binding affinity with 134,281 pairs from IEDB. Task: Regression. Given a peptide amino acid sequence and an MHC pseudo amino acid sequence, predict their binding affinity value. This is MHC class II binding data. (1) The peptide sequence is LGTFDTTQIIKLLPF. The MHC is DRB1_0901 with pseudo-sequence DRB1_0901. The binding affinity (normalized) is 0.482. (2) The peptide sequence is YNNNEAFKVENGSAA. The MHC is DRB1_0701 with pseudo-sequence DRB1_0701. The binding affinity (normalized) is 0.266. (3) The peptide sequence is SRVLNYDFNKLTALA. The MHC is DRB1_1101 with pseudo-sequence DRB1_1101. The binding affinity (normalized) is 0.582. (4) The peptide sequence is FINYAISCICGGTID. The MHC is DRB1_0101 with pseudo-sequence DRB1_0101. The binding affinity (normalized) is 0.597. (5) The peptide sequence is LRKDYIKRQGSTPLA. The MHC is DRB1_0301 with pseudo-sequence DRB1_0301. The binding affinity (normalized) is 0.469. (6) The MHC is DRB5_0101 with pseudo-sequence DRB5_0101. The peptide sequence is EAEPPFGESNIVIGI. The binding affinity (normalized) is 0.128.